From a dataset of Full USPTO retrosynthesis dataset with 1.9M reactions from patents (1976-2016). Predict the reactants needed to synthesize the given product. (1) Given the product [F:1][C:2]([F:30])([F:29])[C:3]1[CH:4]=[C:5]([CH:22]=[C:23]([C:25]([F:28])([F:27])[F:26])[CH:24]=1)[CH2:6][N:7]([CH2:20][CH3:21])[C:8]1[CH:15]=[CH:14][C:13]([C:16]([F:19])([F:18])[F:17])=[CH:12][C:9]=1[CH:10]=[N:33][OH:32], predict the reactants needed to synthesize it. The reactants are: [F:1][C:2]([F:30])([F:29])[C:3]1[CH:4]=[C:5]([CH:22]=[C:23]([C:25]([F:28])([F:27])[F:26])[CH:24]=1)[CH2:6][N:7]([CH2:20][CH3:21])[C:8]1[CH:15]=[CH:14][C:13]([C:16]([F:19])([F:18])[F:17])=[CH:12][C:9]=1[CH:10]=O.[Cl-].[OH:32][NH3+:33].C([O-])(=O)C.[Na+].O. (2) Given the product [C:1]([O:5][C:6]([N:8]1[CH2:9][CH2:10][C:11]([CH2:14][N:15]2[CH:19]=[CH:18][C:17]([NH2:20])=[N:16]2)([OH:23])[CH2:12][CH2:13]1)=[O:7])([CH3:4])([CH3:2])[CH3:3], predict the reactants needed to synthesize it. The reactants are: [C:1]([O:5][C:6]([N:8]1[CH2:13][CH2:12][C:11]([OH:23])([CH2:14][N:15]2[CH:19]=[CH:18][C:17]([N+:20]([O-])=O)=[N:16]2)[CH2:10][CH2:9]1)=[O:7])([CH3:4])([CH3:3])[CH3:2].C(O)C.[H][H]. (3) Given the product [Cl:31][CH2:32][C:33]1[CH:34]=[C:35]([CH:39]=[CH:40][CH:41]=1)[C:36]([NH:2][C@H:3]([CH:19]([CH3:21])[CH3:20])[C:4]([N:6]1[CH2:11][CH2:10][CH:9]([C:12]2[CH:13]=[CH:14][C:15]([Cl:18])=[CH:16][CH:17]=2)[CH2:8][CH2:7]1)=[O:5])=[O:37], predict the reactants needed to synthesize it. The reactants are: Cl.[NH2:2][C@H:3]([CH:19]([CH3:21])[CH3:20])[C:4]([N:6]1[CH2:11][CH2:10][CH:9]([C:12]2[CH:17]=[CH:16][C:15]([Cl:18])=[CH:14][CH:13]=2)[CH2:8][CH2:7]1)=[O:5].CCN(C(C)C)C(C)C.[Cl:31][CH2:32][C:33]1[CH:34]=[C:35]([CH:39]=[CH:40][CH:41]=1)[C:36](Cl)=[O:37]. (4) Given the product [C:11]([C:2]1[C:6]([C:8]#[N:9])=[CH:5][S:4][CH:3]=1)#[N:12], predict the reactants needed to synthesize it. The reactants are: Br[C:2]1[C:6](Br)=[CH:5][S:4][CH:3]=1.[C:8]([Cu])#[N:9].[CH3:11][N:12](C=O)C. (5) Given the product [Br:1][C:2]1[CH:7]=[CH:6][C:5]([O:8][CH3:9])=[C:4]([CH:3]=1)[NH2:10], predict the reactants needed to synthesize it. The reactants are: [Br:1][C:2]1[CH:7]=[CH:6][C:5]([O:8][CH3:9])=[C:4]([N+:10]([O-])=O)[CH:3]=1.Cl.